Dataset: Catalyst prediction with 721,799 reactions and 888 catalyst types from USPTO. Task: Predict which catalyst facilitates the given reaction. (1) Reactant: CN(C=O)C.[CH3:6][O:7][C:8]1[C:17]2[O:16][CH2:15][C:14](=[O:18])[NH:13][C:12]=2[CH:11]=[C:10]([CH:19]=[O:20])[CH:9]=1.C(=O)([O-])[O-].[K+].[K+].[F:27][CH2:28][CH2:29]I. Product: [F:27][CH2:28][CH2:29][N:13]1[C:12]2[CH:11]=[C:10]([CH:19]=[O:20])[CH:9]=[C:8]([O:7][CH3:6])[C:17]=2[O:16][CH2:15][C:14]1=[O:18]. The catalyst class is: 6. (2) Reactant: [CH3:1][O:2][C:3]1[CH:4]=[C:5]([OH:9])[CH:6]=[CH:7][CH:8]=1.S(=O)(=O)(O)O.[CH3:15][C:16]([CH3:22])=[CH:17][C:18](OC)=[O:19]. Product: [CH3:1][O:2][C:3]1[CH:4]=[C:5]2[C:6]([C:16]([CH3:22])([CH3:15])[CH2:17][C:18](=[O:19])[O:9]2)=[CH:7][CH:8]=1. The catalyst class is: 13. (3) Reactant: [NH2:1][C:2]1[CH:3]=[C:4]([C:18]([OH:20])=[O:19])[CH:5]=[C:6]([C:8]2[CH:13]=[CH:12][C:11]([C:14]([CH3:17])([CH3:16])[CH3:15])=[CH:10][CH:9]=2)[CH:7]=1.[CH3:21][O:22][C:23]1[N:28]=[C:27]([O:29][CH3:30])[C:26]([C:31]2[CH:40]=[C:39]3[C:34]([C:35](Cl)=[C:36]([C:41]([NH2:43])=[O:42])[CH:37]=[N:38]3)=[CH:33][CH:32]=2)=[CH:25][N:24]=1. Product: [NH2:43][C:41]([C:36]1[CH:37]=[N:38][C:39]2[C:34]([C:35]=1[NH:1][C:2]1[CH:3]=[C:4]([C:18]([OH:20])=[O:19])[CH:5]=[C:6]([C:8]3[CH:9]=[CH:10][C:11]([C:14]([CH3:17])([CH3:15])[CH3:16])=[CH:12][CH:13]=3)[CH:7]=1)=[CH:33][CH:32]=[C:31]([C:26]1[C:27]([O:29][CH3:30])=[N:28][C:23]([O:22][CH3:21])=[N:24][CH:25]=1)[CH:40]=2)=[O:42]. The catalyst class is: 15.